This data is from Experimentally validated miRNA-target interactions with 360,000+ pairs, plus equal number of negative samples. The task is: Binary Classification. Given a miRNA mature sequence and a target amino acid sequence, predict their likelihood of interaction. The miRNA is hsa-miR-670-5p with sequence GUCCCUGAGUGUAUGUGGUG. The protein sequence of the target gene is MAGAAGLTAEVSWKVLERRARTKRSGSVYEPLKSINLPRPDNETLWDKLDHYYRIVKSTLLLYQSPTTGLFPTKTCGGDQKAKIQDSLYCAAGAWALALAYRRIDDDKGRTHELEHSAIKCMRGILYCYMRQADKVQQFKQDPRPTTCLHSVFNVHTGDELLSYEEYGHLQINAVSLYLLYLVEMISSGLQIIYNTDEVSFIQNLVFCVERVYRVPDFGVWERGSKYNNGSTELHSSSVGLAKAALEAINGFNLFGNQGCSWSVIFVDLDAHNRNRQTLCSLLPRESRSHNTDAALLPCI.... Result: 0 (no interaction).